Predict the reactants needed to synthesize the given product. From a dataset of Full USPTO retrosynthesis dataset with 1.9M reactions from patents (1976-2016). Given the product [NH2:22][C:13]1[N:14]=[C:15]([C:16]2[CH:17]=[CH:18][CH:19]=[CH:20][CH:21]=2)[C:10]2[CH:9]=[C:8]([C:6]([OH:7])=[O:5])[S:23][C:11]=2[N:12]=1, predict the reactants needed to synthesize it. The reactants are: [OH-].[Na+].C([O:5][C:6]([C:8]1[S:23][C:11]2[N:12]=[C:13]([NH2:22])[N:14]=[C:15]([C:16]3[CH:21]=[CH:20][CH:19]=[CH:18][CH:17]=3)[C:10]=2[CH:9]=1)=[O:7])C.